Dataset: Experimentally validated miRNA-target interactions with 360,000+ pairs, plus equal number of negative samples. Task: Binary Classification. Given a miRNA mature sequence and a target amino acid sequence, predict their likelihood of interaction. (1) The miRNA is hsa-miR-320b with sequence AAAAGCUGGGUUGAGAGGGCAA. The protein sequence of the target gene is MPMANLLLLIVPILIAMAFLMLTERKILGYMQLRKGPNVVGPYGLLQPFADAMKLFTKEPLKPATSTITLYITAPTLALTIALLLWTPLPMPNPLVNLNLGLLFILATSSLAVYSILWSGWASNSNYALIGALRAVAQTISYEVTLAIILLSTLLMSGSFNLSTLITTQEHLWLLLPSWPLAMMWFISTLAETNRTPFDLAEGESELVSGFNIEYAAGPFALFFMAEYTNIIMMNTLTTTIFLGTTYDALSPELYTTYFVTKTLLLTSLFLWIRTAYPRFRYDQLMHLLWKNFLPLTLAL.... Result: 1 (interaction). (2) The miRNA is hsa-miR-579-3p with sequence UUCAUUUGGUAUAAACCGCGAUU. The protein sequence of the target gene is MFAVHLMAFYFSKLKEDQIKKVDRFLYHMRLSDDTLLDIMRRFRAEMEKGLAKDTNPTAAVKMLPTFVRAIPDGSENGEFLSLDLGGSKFRVLKVQVAEEGKRHVQMESQFYPTPNEIIRGNGTELFEYVADCLADFMKTKDLKHKKLPLGLTFSFPCRQTKLEEGVLLSWTKKFKARGVQDTDVVSRLTKAMRRHKDMDVDILALVNDTVGTMMTCAYDDPYCEVGVIIGTGTNACYMEDMSNIDLVEGDEGRMCINTEWGAFGDDGALEDIRTEFDRELDLGSLNPGKQLFEKMISGL.... Result: 0 (no interaction). (3) The miRNA is mmu-miR-703 with sequence AAAACCUUCAGAAGGAAAGAA. The protein sequence of the target gene is MSDESAREVDKQLRLRVCVLSELQKTERDYVGTLEFLVSAFLHRMNQCAAAKVDKNVTEETVKMLFSNIEEILIVHKEFLKVVEECLYPEPSAQQEVGACFLHFKDKFRIYDEYCSNHEKAQKLLLELNKIRTIRTFLLNCMLLGGRKNTDVPLEGYLVTPIQRICKYPLLLKELLKRTPRRHSDYTAVMEALQAMKAVCSNINEAKRQMEKLEVLEEWQAHIEGWEGSNITDTCTEMLMCGVLMKISSGNIQERVFFLFDNLLVYCKRKHRRLKNSKASTDGYRYVFRGRINTEVMEVE.... Result: 1 (interaction). (4) The miRNA is hsa-miR-6748-5p with sequence UGUGGGUGGGAAGGACUGGAUU. The protein sequence of the target gene is MARKLVMFRDVAIDFSQEEWECLDSAQRDLYRDVMLENYSNLVSLDLPSRCASKDLSPEKNTYETELSQWEMSDRLENCDLEESNSRDYLEAKGKMEKQQENQKEYFRQGMIIYDKMSIFNQHTYLSQHSRCHSTEKPYKCKECGKAFRRASHLTQHQSIHTGEKPYECKQCGKAFSRDSQLSLHQRLHTGEKPYACKECGKAFTQSSQLILHHRIHTGEKPYKCEECGKAFIRSSQLTRHQKVHTGEKPYECKECGKAFTQNSQLTLHQRLHTGEKLYECKECRKVFTQLSQLILHKRI.... Result: 0 (no interaction). (5) The miRNA is hsa-miR-6515-5p with sequence UUGGAGGGUGUGGAAGACAUC. The protein sequence of the target gene is MERASLIQKAKLAEQAERYEDMAAFMKGAVEKGEELSCEERNLLSVAYKNVVGGQRAAWRVLSSIEQKSNEEGSEEKGPEVREYREKVETELQGVCDTVLGLLDSHLIKEAGDAESRVFYLKMKGDYYRYLAEVATGDDKKRIIDSARSAYQEAMDISKKEMPPTNPIRLGLALNFSVFHYEIANSPEEAISLAKTTFDEAMADLHTLSEDSYKDSTLIMQLLRDNLTLWTADNAGEEGGEAPQEPQS. Result: 1 (interaction). (6) The miRNA is mmu-miR-10b-5p with sequence UACCCUGUAGAACCGAAUUUGUG. The protein sequence of the target gene is MAVPHHLQETSYLLPPDPEDWEKQGIPDFVYGQEDLVGKEVQWPRDSPSAVDTVPLSRFDSALRSAWRQRLELGLFRYRLEDLQTQILPGSVGFVAQLNIERGIQRRRPQNIRSVRQEFDPEQFNFNKIRPGEVLFRMQREPKGPATPKQEDDVLVVINVSPLEWGHVLLVPAPAQGLPQRLLPGVLRVGLEAVLLSLHPGFRVGFNSLGGLASVNHLHLHCYYLAHPLPVEGAPSTPLDPKGCIHLLQALPAPGFLFYTSGPGPDLEVLISRVCRATDYLSDREIAHNLFVTRGAPPGP.... Result: 1 (interaction).